From a dataset of Reaction yield outcomes from USPTO patents with 853,638 reactions. Predict the reaction yield, written as a fraction of the theoretical maximum amount of product (1.0 means a 100% yield; for example, 0.34 means a 34% yield). (1) The reactants are [C:1]12([O:8][C:7]3[CH:9]=[CH:10][C:11]([C:13]4([C:16]([O:18]C)=[O:17])[CH2:15][CH2:14]4)=[CH:12][C:6]=3[O:5]1)[CH2:4][CH2:3][CH2:2]2.[Li+].[OH-].Cl. The catalyst is C1COCC1.O. The product is [C:1]12([O:8][C:7]3[CH:9]=[CH:10][C:11]([C:13]4([C:16]([OH:18])=[O:17])[CH2:15][CH2:14]4)=[CH:12][C:6]=3[O:5]1)[CH2:2][CH2:3][CH2:4]2. The yield is 0.590. (2) No catalyst specified. The yield is 0.900. The product is [Cl:1][C:2]1[CH:11]=[C:10]2[C:5]([C:6]([C:14]3[CH:19]=[CH:18][C:17]([O:20][CH3:21])=[CH:16][C:15]=3[F:22])=[CH:7][C:8]([C:12]([O:25][CH3:24])=[O:27])=[N:9]2)=[CH:4][CH:3]=1. The reactants are [Cl:1][C:2]1[CH:11]=[C:10]2[C:5]([C:6]([C:14]3[CH:19]=[CH:18][C:17]([O:20][CH3:21])=[CH:16][C:15]=3[F:22])=[CH:7][C:8]([C:12]#N)=[N:9]2)=[CH:4][CH:3]=1.Cl.[CH3:24][OH:25].C[OH:27]. (3) The reactants are [CH3:1][O:2][C:3]1[CH:4]=[C:5]2[C:10](=[CH:11][C:12]=1[O:13][CH3:14])[C:9]([CH3:15])=[N:8][C:7]([C:16]1[CH:17]=[N:18][C:19]([O:22][CH3:23])=[CH:20][CH:21]=1)=[CH:6]2.[CH3:24][S:25]([OH:28])(=[O:27])=[O:26]. The catalyst is C(Cl)Cl. The product is [CH3:24][S:25]([OH:28])(=[O:27])=[O:26].[CH3:24][S:25]([OH:28])(=[O:27])=[O:26].[CH3:1][O:2][C:3]1[CH:4]=[C:5]2[C:10](=[CH:11][C:12]=1[O:13][CH3:14])[C:9]([CH3:15])=[N:8][C:7]([C:16]1[CH:17]=[N:18][C:19]([O:22][CH3:23])=[CH:20][CH:21]=1)=[CH:6]2. The yield is 1.00. (4) The reactants are C([O-])([O-])=O.[K+].[K+].Cl.Cl.[CH3:9][N:10]1[C:14]2[CH:15]=[CH:16][CH:17]=[CH:18][C:13]=2[N:12]=[C:11]1[CH2:19][CH2:20][NH2:21].[CH3:22][N:23]1[CH:28]=[C:27]([CH2:29]Cl)[C:26]([C:31](OC)=[O:32])=[C:25]([Cl:35])[C:24]1=[O:36]. The catalyst is CO.CC#N. The product is [Cl:35][C:25]1[C:24](=[O:36])[N:23]([CH3:22])[CH:28]=[C:27]2[CH2:29][N:21]([CH2:20][CH2:19][C:11]3[N:10]([CH3:9])[C:14]4[CH:15]=[CH:16][CH:17]=[CH:18][C:13]=4[N:12]=3)[C:31](=[O:32])[C:26]=12. The yield is 0.542. (5) The reactants are [CH3:1]C1C=CC=CC=1P(C1C=CC=CC=1C)C1C=CC=CC=1C.C(=O)([O-])[O-].[Na+].[Na+].Cl[C:30]1[N:40]=[CH:39][CH:38]=[CH:37][C:31]=1[C:32]([O:34][CH2:35][CH3:36])=[O:33].[C:41]([C:43]1[CH:44]=[C:45](B(O)O)[CH:46]=[CH:47][C:48]=1[O:49][CH2:50][C:51]([CH3:55])(C)[CH2:52][CH3:53])#[N:42]. The catalyst is COCCOC.C([O-])(=O)C.[Pd+2].C([O-])(=O)C.ClCCl. The product is [C:41]([C:43]1[CH:44]=[C:45]([C:30]2[N:40]=[CH:39][CH:38]=[CH:37][C:31]=2[C:32]([O:34][CH2:35][CH3:36])=[O:33])[CH:46]=[CH:47][C:48]=1[O:49][CH2:50][CH:51]([CH3:55])[CH:52]([CH3:53])[CH3:1])#[N:42]. The yield is 0.720. (6) The reactants are [Cl:1][C:2]([F:17])([F:16])[C:3]1[N:8]=[C:7]([CH:9]=O)[CH:6]=[C:5]([C:11]2[O:12][CH:13]=[CH:14][CH:15]=2)[CH:4]=1.[O-]CC.[Na+].[N:22]([CH2:25][C:26]([O:28][C:29](C)(C)[CH3:30])=[O:27])=[N+:23]=[N-:24]. The catalyst is CCO.CCOC(C)=O. The product is [CH2:29]([O:28][C:26](=[O:27])/[C:25](/[N:22]=[N+:23]=[N-:24])=[CH:9]/[C:7]1[CH:6]=[C:5]([C:11]2[O:12][CH:13]=[CH:14][CH:15]=2)[CH:4]=[C:3]([C:2]([Cl:1])([F:17])[F:16])[N:8]=1)[CH3:30]. The yield is 0.200. (7) The reactants are C([O:3][C:4]([CH:6]1[CH2:11][CH2:10][CH:9]([O:12][C:13]2[CH:18]=[CH:17][C:16]([C:19]([N:21]3[C:30]4[C:25](=[CH:26][CH:27]=[CH:28][CH:29]=4)[C@H:24]([N:31]([C:39](=[O:41])[CH3:40])[C:32]4[CH:37]=[CH:36][C:35]([Cl:38])=[CH:34][CH:33]=4)[CH2:23][C@@H:22]3[CH3:42])=[O:20])=[CH:15][CH:14]=2)[CH2:8][CH2:7]1)=[O:5])C.C(O)C.[OH-].[Na+]. The catalyst is O1CCCC1. The product is [C:39]([N:31]([C:32]1[CH:37]=[CH:36][C:35]([Cl:38])=[CH:34][CH:33]=1)[C@H:24]1[C:25]2[C:30](=[CH:29][CH:28]=[CH:27][CH:26]=2)[N:21]([C:19]([C:16]2[CH:17]=[CH:18][C:13]([O:12][CH:9]3[CH2:10][CH2:11][CH:6]([C:4]([OH:5])=[O:3])[CH2:7][CH2:8]3)=[CH:14][CH:15]=2)=[O:20])[C@@H:22]([CH3:42])[CH2:23]1)(=[O:41])[CH3:40]. The yield is 0.620. (8) The reactants are F.F.F.C(N(CC)CC)C.C(N(CC)CC)C.[Si]([O:35][CH2:36][C@H:37]1[O:41][C@@H:40]([N:42]2[CH:49]=[C:48]([CH3:50])[C:46](=[O:47])[NH:45][C:43]2=[O:44])[C@H:39]([O:51][CH2:52][CH2:53][O:54][N:55]([CH3:57])[CH3:56])[C@@H:38]1[OH:58])(C(C)(C)C)(C1C=CC=CC=1)C1C=CC=CC=1.CO. The catalyst is C1COCC1.C(Cl)Cl. The product is [CH3:56][N:55]([CH3:57])[O:54][CH2:53][CH2:52][O:51][C@@H:39]1[C@H:38]([OH:58])[C@@H:37]([CH2:36][OH:35])[O:41][C@H:40]1[N:42]1[CH:49]=[C:48]([CH3:50])[C:46](=[O:47])[NH:45][C:43]1=[O:44]. The yield is 0.925.